This data is from Forward reaction prediction with 1.9M reactions from USPTO patents (1976-2016). The task is: Predict the product of the given reaction. (1) The product is: [N:1]1[CH:6]=[CH:5][CH:4]=[CH:3][C:2]=1[C:7]1[C:8]([C:9]2[C:18]3[C:13](=[CH:14][CH:15]=[CH:16][CH:17]=3)[N:12]=[CH:11][CH:10]=2)=[C:22]([OH:23])[NH:20][N:19]=1. Given the reactants [N:1]1[CH:6]=[CH:5][CH:4]=[CH:3][C:2]=1[C:7](=[N:19][NH2:20])[CH2:8][C:9]1[C:18]2[C:13](=[CH:14][CH:15]=[CH:16][CH:17]=2)[N:12]=[CH:11][CH:10]=1.Cl[C:22](OCC)=[O:23], predict the reaction product. (2) Given the reactants [NH2:1][C:2]1[S:3][C@:4]2([C:19](OC)=[O:20])[C@H:6]([C@:7]([C:11]3[CH:16]=[C:15]([NH2:17])[CH:14]=[CH:13][C:12]=3[F:18])([CH2:9][F:10])[N:8]=1)[CH2:5]2.[BH4-].[Li+].CO, predict the reaction product. The product is: [NH2:1][C:2]1[S:3][C@:4]2([CH2:19][OH:20])[C@H:6]([C@:7]([C:11]3[CH:16]=[C:15]([NH2:17])[CH:14]=[CH:13][C:12]=3[F:18])([CH2:9][F:10])[N:8]=1)[CH2:5]2.